This data is from Catalyst prediction with 721,799 reactions and 888 catalyst types from USPTO. The task is: Predict which catalyst facilitates the given reaction. (1) Reactant: [OH-].[K+].[Na].[N:4]1[CH:9]=[CH:8][CH:7]=[CH:6][C:5]=1[CH3:10].Br[CH2:12][CH2:13][CH2:14][CH2:15][CH2:16][CH3:17]. Product: [CH2:10]([C:5]1[CH:6]=[CH:7][CH:8]=[CH:9][N:4]=1)[CH2:12][CH2:13][CH2:14][CH2:15][CH2:16][CH3:17]. The catalyst class is: 328. (2) Reactant: [F:1][C:2]1[CH:7]=[CH:6][CH:5]=[C:4]([F:8])[C:3]=1[N:9]1[C:14]2[N:15]=[C:16]([NH:34][CH:35]3[CH2:40][C:39]([CH3:42])([CH3:41])[NH:38][C:37]([CH3:44])([CH3:43])[CH2:36]3)[N:17]=[C:18]([C:19]3[CH:20]=[C:21]([NH:26][C:27]([C:29]4[CH:33]=[CH:32][S:31][CH:30]=4)=[O:28])[CH:22]=[CH:23][C:24]=3[CH3:25])[C:13]=2[CH:12]=[CH:11][C:10]1=[O:45].[CH3:46][S:47]([OH:50])(=[O:49])=[O:48]. Product: [CH3:46][S:47]([OH:50])(=[O:49])=[O:48].[F:8][C:4]1[CH:5]=[CH:6][CH:7]=[C:2]([F:1])[C:3]=1[N:9]1[C:14]2[N:15]=[C:16]([NH:34][CH:35]3[CH2:36][C:37]([CH3:43])([CH3:44])[NH:38][C:39]([CH3:42])([CH3:41])[CH2:40]3)[N:17]=[C:18]([C:19]3[CH:20]=[C:21]([NH:26][C:27]([C:29]4[CH:33]=[CH:32][S:31][CH:30]=4)=[O:28])[CH:22]=[CH:23][C:24]=3[CH3:25])[C:13]=2[CH:12]=[CH:11][C:10]1=[O:45]. The catalyst class is: 23. (3) Reactant: [ClH:1].C(OC([N:9]1[CH2:21][C:12]2=[C:13]3[N:18]([N:19]=[C:11]2[CH2:10]1)[CH:17]=[C:16]([CH3:20])[CH:15]=[N:14]3)=O)(C)(C)C.CCO. Product: [ClH:1].[CH3:20][C:16]1[CH:15]=[N:14][C:13]2[N:18]([N:19]=[C:11]3[CH2:10][NH:9][CH2:21][C:12]3=2)[CH:17]=1. The catalyst class is: 52. (4) Reactant: [NH2:1][C:2]1[C:10]([O:11][CH3:12])=[CH:9][CH:8]=[CH:7][C:3]=1[C:4]([OH:6])=O.[NH2:13][C:14](N)=[O:15]. Product: [CH3:12][O:11][C:10]1[CH:9]=[CH:8][CH:7]=[C:3]2[C:2]=1[N:1]=[C:14]([OH:15])[N:13]=[C:4]2[OH:6]. The catalyst class is: 6. (5) Reactant: [F:1][C:2]([F:15])([F:14])[C:3](=O)[CH2:4][C:5]([C:7]1[CH:12]=[CH:11][CH:10]=[CH:9][N:8]=1)=O.[NH2:16][C:17]1[NH:21][N:20]=[C:19]([C:22]([OH:24])=[O:23])[CH:18]=1. Product: [N:8]1[CH:9]=[CH:10][CH:11]=[CH:12][C:7]=1[C:5]1[CH:4]=[C:3]([C:2]([F:15])([F:14])[F:1])[N:21]2[N:20]=[C:19]([C:22]([OH:24])=[O:23])[CH:18]=[C:17]2[N:16]=1. The catalyst class is: 15. (6) Reactant: [I:1][C:2]1[CH:3]=[C:4]([OH:8])[CH:5]=[CH:6][CH:7]=1.N(C(OC(C)C)=O)=NC(OC(C)C)=O.C1(P(C2C=CC=CC=2)C2C=CC=CC=2)C=CC=CC=1.[CH3:42][S:43][CH2:44][CH2:45]O. Product: [I:1][C:2]1[CH:3]=[C:4]([CH:5]=[CH:6][CH:7]=1)[O:8][CH2:45][CH2:44][S:43][CH3:42]. The catalyst class is: 7. (7) Reactant: [C:1]([C:3]1[CH:4]=[C:5]([C:14]2[S:15][C:16]([C:20]([O:22]CC)=[O:21])=[C:17]([CH3:19])[N:18]=2)[CH:6]=[CH:7][C:8]=1[O:9][CH2:10][CH:11]([CH3:13])[CH3:12])#[N:2].CC(C)=O.[OH-].[Na+].Cl. Product: [CH3:19][C:17]1[N:18]=[C:14]([C:5]2[CH:6]=[CH:7][C:8]([O:9][CH2:10][CH:11]([CH3:13])[CH3:12])=[C:3]([C:1]#[N:2])[CH:4]=2)[S:15][C:16]=1[C:20]([OH:22])=[O:21]. The catalyst class is: 84.